Dataset: Reaction yield outcomes from USPTO patents with 853,638 reactions. Task: Predict the reaction yield, written as a fraction of the theoretical maximum amount of product (1.0 means a 100% yield; for example, 0.34 means a 34% yield). (1) The reactants are [CH3:1][N:2]1[CH:6]=[CH:5][N:4]=[C:3]1[CH:7]1[CH:16]([C:17]2[CH:22]=[CH:21][CH:20]=[CH:19][CH:18]=2)[C:15](=O)[C:14]2[C:13]([C:24]([O:26]C)=O)=[CH:12][CH:11]=[CH:10][C:9]=2[NH:8]1.CN1C=CN=C1C1C(C2C=CC=CC=2)C(=O)C2C(C(OCC)=O)=CC=CC=2N1.O.[NH2:57][NH2:58]. The catalyst is CO. The product is [CH3:1][N:2]1[CH:6]=[CH:5][N:4]=[C:3]1[CH:7]1[NH:8][C:9]2[C:14]3[C:15](=[N:57][NH:58][C:24](=[O:26])[C:13]=3[CH:12]=[CH:11][CH:10]=2)[CH:16]1[C:17]1[CH:18]=[CH:19][CH:20]=[CH:21][CH:22]=1. The yield is 0.420. (2) The reactants are Br[C:2]1[CH:3]=[C:4]([C:20]2[CH:25]=[CH:24][N:23]=[CH:22][CH:21]=2)[S:5][C:6]=1[C:7]1[N:11]=[CH:10][N:9]([CH2:12][O:13][CH2:14][CH2:15][Si:16]([CH3:19])([CH3:18])[CH3:17])[N:8]=1.[Cl-].[Cl:27][C:28]1[CH:35]=[CH:34][C:31]([CH2:32][Zn+])=[CH:30][CH:29]=1.O1CCCC1. The catalyst is CCOC(C)=O.[Cl-].[NH4+].CC(C)([P](C(C)(C)C)([Pd][P](C(C)(C)C)(C(C)(C)C)C(C)(C)C)C(C)(C)C)C. The product is [Cl:27][C:28]1[CH:35]=[CH:34][C:31]([CH2:32][C:2]2[CH:3]=[C:4]([C:20]3[CH:25]=[CH:24][N:23]=[CH:22][CH:21]=3)[S:5][C:6]=2[C:7]2[N:11]=[CH:10][N:9]([CH2:12][O:13][CH2:14][CH2:15][Si:16]([CH3:19])([CH3:18])[CH3:17])[N:8]=2)=[CH:30][CH:29]=1. The yield is 0.760. (3) The reactants are CC[C@@H]1[C@@H]2C[C@H]([C@@H](OC3C4C(=CC=CC=4)C(O[C@@H](C4C=CN=C5C=4C=C(OC)C=C5)[C@@H]4N5C[C@H](CC)[C@@H](CC5)C4)=NN=3)C3C=CN=C4C=3C=C([O:22]C)C=C4)N(CC2)C1.C(C1[C:62]([F:73])=[CH:63][N:64]=[C:65]2[C:70]=1[N:69]=[C:68]([O:71][CH3:72])[CH:67]=[CH:66]2)=C.S([O-])([O-])=O.[Na+].[Na+].[C:80]([OH:84])(C)([CH3:82])[CH3:81].O. No catalyst specified. The product is [F:73][C:62]1[CH:63]=[N:64][C:65]2[C:70]([C:81]=1[CH:80]([OH:84])[CH2:82][OH:22])=[N:69][C:68]([O:71][CH3:72])=[CH:67][CH:66]=2. The yield is 0.960. (4) The reactants are [Br:1][C:2]1[C:7](=[O:8])[N:6]([C:9]2[CH:10]=[C:11]([CH:15]=[CH:16][C:17]=2[CH3:18])[C:12]([OH:14])=O)[C:5]([CH3:19])=[N:4][C:3]=1[O:20][CH2:21][C:22]1[CH:27]=[CH:26][C:25]([F:28])=[CH:24][C:23]=1[F:29].C1C(=O)[N:34](Br)C(=O)C1.C(OC(Cl)=O)C(C)C.CN1CCOCC1.N. The catalyst is ClCCl.O1CCOCC1.C(O)(C)C. The product is [Br:1][C:2]1[C:7](=[O:8])[N:6]([C:9]2[CH:10]=[C:11]([CH:15]=[CH:16][C:17]=2[CH3:18])[C:12]([NH2:34])=[O:14])[C:5]([CH3:19])=[N:4][C:3]=1[O:20][CH2:21][C:22]1[CH:27]=[CH:26][C:25]([F:28])=[CH:24][C:23]=1[F:29]. The yield is 0.770. (5) The reactants are [Cl-].[Na+].[Cl-].[Cl-].[Cl-].[Al+3].[Br:7][C:8]1[CH:13]=[CH:12][C:11]([C:14](=[O:18])[CH2:15][CH2:16]Cl)=[C:10]([F:19])[CH:9]=1. The catalyst is Cl. The product is [Br:7][C:8]1[CH:13]=[C:12]2[C:11](=[C:10]([F:19])[CH:9]=1)[C:14](=[O:18])[CH2:15][CH2:16]2. The yield is 0.304. (6) The reactants are [CH2:1]([N:3]1[CH:7]=[C:6]([C:8]([OH:10])=O)[C:5]([CH3:11])=[N:4]1)[CH3:2].O1CCCC1.C(Cl)(=O)C(Cl)=O.[NH2:23][C:24]1[CH:25]=[C:26]([CH:43]=[CH:44][CH:45]=1)[O:27][C:28]1[CH:29]=[CH:30][C:31]2[N:32]([N:34]=[C:35]([NH:37][C:38]([CH:40]3[CH2:42][CH2:41]3)=[O:39])[N:36]=2)[CH:33]=1. The catalyst is CN(C)C=O.CN(C)C(=O)C. The product is [CH:40]1([C:38]([NH:37][C:35]2[N:36]=[C:31]3[CH:30]=[CH:29][C:28]([O:27][C:26]4[CH:25]=[C:24]([NH:23][C:8]([C:6]5[C:5]([CH3:11])=[N:4][N:3]([CH2:1][CH3:2])[CH:7]=5)=[O:10])[CH:45]=[CH:44][CH:43]=4)=[CH:33][N:32]3[N:34]=2)=[O:39])[CH2:41][CH2:42]1. The yield is 0.800.